The task is: Predict the product of the given reaction.. This data is from Forward reaction prediction with 1.9M reactions from USPTO patents (1976-2016). (1) Given the reactants [C:1]([C:3]1[CH:8]=[CH:7][C:6]([N:9]2[C:13]([C:14]3[CH:19]=[CH:18][C:17]([S:20]([CH3:23])(=[O:22])=[O:21])=[CH:16][CH:15]=3)=[CH:12][CH:11]=[C:10]2[CH2:24][CH2:25][C:26]([O:28][CH2:29][CH3:30])=[O:27])=[C:5]([CH3:31])[CH:4]=1)#[N:2].C(=O)([O-])[O-:33].[K+].[K+].OO.O, predict the reaction product. The product is: [C:1]([C:3]1[CH:8]=[CH:7][C:6]([N:9]2[C:13]([C:14]3[CH:15]=[CH:16][C:17]([S:20]([CH3:23])(=[O:22])=[O:21])=[CH:18][CH:19]=3)=[CH:12][CH:11]=[C:10]2[CH2:24][CH2:25][C:26]([O:28][CH2:29][CH3:30])=[O:27])=[C:5]([CH3:31])[CH:4]=1)(=[O:33])[NH2:2]. (2) Given the reactants C([O:3][C:4]([C:6]1[CH:11]=[CH:10][C:9]([C:12]2[CH:17]=[CH:16][C:15]([OH:18])=[CH:14][CH:13]=2)=[CH:8][CH:7]=1)=[O:5])C.Cl[CH2:20][CH2:21][CH:22]=[C:23]([CH:27]1[CH2:29][CH2:28]1)[CH:24]1[CH2:26][CH2:25]1, predict the reaction product. The product is: [CH:24]1([C:23]([CH:27]2[CH2:29][CH2:28]2)=[CH:22][CH2:21][CH2:20][O:18][C:15]2[CH:14]=[CH:13][C:12]([C:9]3[CH:8]=[CH:7][C:6]([C:4]([OH:3])=[O:5])=[CH:11][CH:10]=3)=[CH:17][CH:16]=2)[CH2:26][CH2:25]1. (3) Given the reactants CS(Cl)(=O)=O.[Cl:6][C:7]1[CH:11]=[C:10]([C:12]([OH:14])=O)[N:9]([C:15]2[C:20]([Cl:21])=[CH:19][CH:18]=[CH:17][N:16]=2)[N:8]=1.C(N(CC)CC)C.[NH2:29][C:30]1[C:38]([CH3:39])=[CH:37][C:36]([Cl:40])=[CH:35][C:31]=1[C:32](O)=[O:33], predict the reaction product. The product is: [Cl:40][C:36]1[CH:37]=[C:38]([CH3:39])[C:30]2[N:29]=[C:12]([C:10]3[N:9]([C:15]4[C:20]([Cl:21])=[CH:19][CH:18]=[CH:17][N:16]=4)[N:8]=[C:7]([Cl:6])[CH:11]=3)[O:14][C:32](=[O:33])[C:31]=2[CH:35]=1. (4) The product is: [Cl:1][C:2]1[N:7]=[C:6]([NH2:8])[C:5]([NH:9][CH2:14][CH2:13][CH2:12][C:11]([F:17])([F:16])[F:10])=[CH:4][CH:3]=1. Given the reactants [Cl:1][C:2]1[N:7]=[C:6]([NH2:8])[C:5]([NH2:9])=[CH:4][CH:3]=1.[F:10][C:11]([F:17])([F:16])[CH2:12][CH2:13][CH:14]=O.[Na].C([O-])([O-])=O.[Na+].[Na+], predict the reaction product. (5) Given the reactants [CH2:1]([O:5][CH2:6][CH2:7][O:8][C:9]1[CH:14]=[CH:13][C:12]([C:15]2[CH:16]=[CH:17][C:18]3[N:24]([CH2:25][CH2:26][CH3:27])[CH2:23][CH2:22][C:21]([C:28]([NH:30][C:31]4[CH:36]=[CH:35][C:34]([S:37][CH2:38][C:39]5[CH:44]=[CH:43][CH:42]=[CH:41][N:40]=5)=[CH:33][CH:32]=4)=[O:29])=[CH:20][C:19]=3[CH:45]=2)=[CH:11][CH:10]=1)[CH2:2][CH2:3][CH3:4].ClC1C=CC=C(C(OO)=[O:54])C=1.S([O-])([O-])(=O)=S.[Na+].[Na+], predict the reaction product. The product is: [CH2:1]([O:5][CH2:6][CH2:7][O:8][C:9]1[CH:10]=[CH:11][C:12]([C:15]2[CH:16]=[CH:17][C:18]3[N:24]([CH2:25][CH2:26][CH3:27])[CH2:23][CH2:22][C:21]([C:28]([NH:30][C:31]4[CH:32]=[CH:33][C:34]([S:37]([CH2:38][C:39]5[CH:44]=[CH:43][CH:42]=[CH:41][N:40]=5)=[O:54])=[CH:35][CH:36]=4)=[O:29])=[CH:20][C:19]=3[CH:45]=2)=[CH:13][CH:14]=1)[CH2:2][CH2:3][CH3:4]. (6) The product is: [CH3:6][O:7][C:8](=[O:12])[C:9]([C:10]#[N:11])=[CH:1][CH:2]([CH3:4])[CH3:3]. Given the reactants [CH:1](=O)[CH:2]([CH3:4])[CH3:3].[CH3:6][O:7][C:8](=[O:12])[CH2:9][C:10]#[N:11].[OH-].[NH4+].C(O)(=O)C, predict the reaction product. (7) Given the reactants [CH:1]1([NH2:4])[CH2:3][CH2:2]1.[Cl:5][C:6]1[CH:18]=[CH:17][C:9]([CH2:10][NH:11][C:12]([CH:14]2[CH2:16][CH2:15]2)=[O:13])=[CH:8][C:7]=1[CH:19]=O.[BH4-].[Na+].[OH-].[Na+], predict the reaction product. The product is: [Cl:5][C:6]1[CH:18]=[CH:17][C:9]([CH2:10][NH:11][C:12]([CH:14]2[CH2:16][CH2:15]2)=[O:13])=[CH:8][C:7]=1[CH2:19][NH:4][CH:1]1[CH2:3][CH2:2]1. (8) Given the reactants C(=O)([O-])[O-].[K+].[K+].Br[CH:8]([CH3:10])[CH3:9].[OH:11][C:12]1[CH:13]=[CH:14][C:15]([CH:18]=[O:19])=[N:16][CH:17]=1, predict the reaction product. The product is: [CH:8]([O:11][C:12]1[CH:13]=[CH:14][C:15]([CH:18]=[O:19])=[N:16][CH:17]=1)([CH3:10])[CH3:9].